Dataset: Reaction yield outcomes from USPTO patents with 853,638 reactions. Task: Predict the reaction yield, written as a fraction of the theoretical maximum amount of product (1.0 means a 100% yield; for example, 0.34 means a 34% yield). (1) The reactants are [CH:1]1([C:5]([OH:7])=[O:6])[CH2:4][CH2:3][CH2:2]1.OS(O)(=O)=O.O.[CH3:14][CH2:15]O. No catalyst specified. The product is [CH:1]1([C:5]([O:7][CH2:14][CH3:15])=[O:6])[CH2:4][CH2:3][CH2:2]1. The yield is 0.690. (2) The reactants are ClC1C(C2C=C3C(=CC=2)NN=C3)=CC=CN=1.[F:17][C:18]1[CH:23]=[CH:22][C:21](B(O)O)=[CH:20][C:19]=1[CH3:27].Br[C:29]1[C:34]([Cl:35])=[CH:33][CH:32]=[CH:31][N:30]=1.C([O-])([O-])=O.[Na+].[Na+]. The catalyst is O1CCOCC1.C1C=CC([P]([Pd]([P](C2C=CC=CC=2)(C2C=CC=CC=2)C2C=CC=CC=2)([P](C2C=CC=CC=2)(C2C=CC=CC=2)C2C=CC=CC=2)[P](C2C=CC=CC=2)(C2C=CC=CC=2)C2C=CC=CC=2)(C2C=CC=CC=2)C2C=CC=CC=2)=CC=1. The product is [Cl:35][C:34]1[C:29]([C:21]2[CH:22]=[CH:23][C:18]([F:17])=[C:19]([CH3:27])[CH:20]=2)=[N:30][CH:31]=[CH:32][CH:33]=1. The yield is 0.540. (3) The catalyst is C1(C)C=CC=CC=1. The product is [CH2:1]([N:8]1[CH2:9][CH:10]([C:15]2[CH:20]=[CH:19][C:18]([Br:21])=[CH:17][CH:16]=2)[CH2:11][O:13][CH2:14][C:35]1=[O:36])[C:2]1[CH:7]=[CH:6][CH:5]=[CH:4][CH:3]=1. The reactants are [CH2:1]([NH:8][CH2:9][CH:10]([C:15]1[CH:20]=[CH:19][C:18]([Br:21])=[CH:17][CH:16]=1)[C:11]([O:13][CH3:14])=O)[C:2]1[CH:7]=[CH:6][CH:5]=[CH:4][CH:3]=1.[H-].[F-].[Na+].O.C(N(CC)CC)C.ClC[C:35](Cl)=[O:36].Cl. The yield is 0.410.